From a dataset of Full USPTO retrosynthesis dataset with 1.9M reactions from patents (1976-2016). Predict the reactants needed to synthesize the given product. (1) Given the product [CH:1]1([N:6]2[C:14]3[CH:13]=[CH:12][NH:11][C:10](=[O:15])[C:9]=3[C:8]([C:16]3[CH:17]=[CH:18][C:19]([C:20]#[N:22])=[CH:23][CH:24]=3)=[N:7]2)[CH2:5][CH2:4][CH2:3][CH2:2]1, predict the reactants needed to synthesize it. The reactants are: [CH:1]1([N:6]2[C:14]3[CH:13]=[CH:12][NH:11][C:10](=[O:15])[C:9]=3[C:8]([C:16]3[CH:24]=[CH:23][C:19]([C:20]([NH2:22])=O)=[CH:18][CH:17]=3)=[N:7]2)[CH2:5][CH2:4][CH2:3][CH2:2]1.C(N(CC)CC)C.FC(F)(F)C(OC(=O)C(F)(F)F)=O.[Cl-].[NH4+]. (2) Given the product [Si:1]([O:8][C:9]1[CH:10]=[CH:11][C:12]([N:18]2[C:19](=[O:28])[C:20]3=[CH:27][CH:26]=[CH:25][CH:24]=[C:21]3[C:22]2=[O:23])=[C:13]([CH:14]=1)[NH2:15])([C:4]([CH3:7])([CH3:6])[CH3:5])([CH3:3])[CH3:2], predict the reactants needed to synthesize it. The reactants are: [Si:1]([O:8][C:9]1[CH:10]=[CH:11][C:12]([N:18]2[C:22](=[O:23])[C:21]3=[CH:24][CH:25]=[CH:26][CH:27]=[C:20]3[C:19]2=[O:28])=[C:13]([N+:15]([O-])=O)[CH:14]=1)([C:4]([CH3:7])([CH3:6])[CH3:5])([CH3:3])[CH3:2].[H][H]. (3) Given the product [Cl:1][C:2]1[N:7]=[C:6]([NH:27][C:24]2[S:25][CH:26]=[C:22]([CH3:21])[CH:23]=2)[C:5]([C:9]([O:11][CH2:12][CH3:13])=[O:10])=[CH:4][N:3]=1, predict the reactants needed to synthesize it. The reactants are: [Cl:1][C:2]1[N:7]=[C:6](Cl)[C:5]([C:9]([O:11][CH2:12][CH3:13])=[O:10])=[CH:4][N:3]=1.OC(C(F)(F)F)=O.[CH3:21][C:22]1[CH:23]=[C:24]([NH2:27])[S:25][CH:26]=1.CCN(C(C)C)C(C)C.O. (4) Given the product [F:12][C:13]([F:24])([F:23])[C:14]1[CH:19]=[CH:18][C:17]([C:2]2[CH:7]=[CH:6][C:5]([C:8](=[O:11])[CH2:9][CH3:10])=[CH:4][CH:3]=2)=[CH:16][CH:15]=1, predict the reactants needed to synthesize it. The reactants are: Br[C:2]1[CH:7]=[CH:6][C:5]([C:8](=[O:11])[CH2:9][CH3:10])=[CH:4][CH:3]=1.[F:12][C:13]([F:24])([F:23])[C:14]1[CH:19]=[CH:18][C:17](B(O)O)=[CH:16][CH:15]=1.C(=O)([O-])[O-].[K+].[K+]. (5) Given the product [Cl:16][C:13]1[CH:14]=[CH:15][C:10]([N:7]2[C:6]3[CH:18]=[C:2]([C:30]4[N:26]([C:23]5[CH:24]=[CH:25][C:20]([Cl:19])=[CH:21][CH:22]=5)[N:27]=[CH:28][CH:29]=4)[CH:3]=[CH:4][C:5]=3[N:9]=[CH:8]2)=[C:11]([F:17])[CH:12]=1, predict the reactants needed to synthesize it. The reactants are: Br[C:2]1[CH:3]=[CH:4][C:5]2[N:9]=[CH:8][N:7]([C:10]3[CH:15]=[CH:14][C:13]([Cl:16])=[CH:12][C:11]=3[F:17])[C:6]=2[CH:18]=1.[Cl:19][C:20]1[CH:25]=[CH:24][C:23]([N:26]2[C:30](B(O)O)=[CH:29][CH:28]=[N:27]2)=[CH:22][CH:21]=1. (6) Given the product [ClH:38].[ClH:38].[CH3:1][NH:2][CH2:10][CH2:11][O:12][N:13]=[C:14]([C:24]1[CH:29]=[CH:28][CH:27]=[CH:26][CH:25]=1)[C:15]1[NH:23][C:18]2=[CH:19][N:20]=[CH:21][CH:22]=[C:17]2[CH:16]=1, predict the reactants needed to synthesize it. The reactants are: [CH3:1][N:2]([CH2:10][CH2:11][O:12][N:13]=[C:14]([C:24]1[CH:29]=[CH:28][CH:27]=[CH:26][CH:25]=1)[C:15]1[NH:23][C:18]2=[CH:19][N:20]=[CH:21][CH:22]=[C:17]2[CH:16]=1)C(=O)OC(C)(C)C.FC(F)(F)C(O)=O.C(Cl)[Cl:38].